The task is: Predict the reaction yield, written as a fraction of the theoretical maximum amount of product (1.0 means a 100% yield; for example, 0.34 means a 34% yield).. This data is from Reaction yield outcomes from USPTO patents with 853,638 reactions. (1) No catalyst specified. The reactants are [Cl:1][C:2]1[C:3]([F:9])=[C:4]([CH:6]=[CH:7][CH:8]=1)[NH2:5].[CH3:10][N:11]1[CH2:16][CH2:15][C:14](=O)[CH2:13][CH2:12]1.C(O[BH-](OC(=O)C)OC(=O)C)(=O)C.[Na+].C(O)(=O)C. The product is [CH3:10][N:11]1[CH2:16][CH2:15][CH:14]([NH:5][C:4]2[CH:6]=[CH:7][CH:8]=[C:2]([Cl:1])[C:3]=2[F:9])[CH2:13][CH2:12]1. The yield is 0.320. (2) The reactants are [CH3:1][O:2][C:3]1[CH:8]=[CH:7][C:6]([C:9](=O)[CH2:10]C)=[CH:5][CH:4]=1.C[C:14]([O-:16])=[O:15].CC([O-])=O.CC([O-])=O.CC([O-])=O.[Pb+2].C(OC(OCC)OCC)C.Cl(O)(=O)(=O)=O. The catalyst is [OH-].[K+].O.CO. The product is [CH3:1][O:2][C:3]1[CH:4]=[CH:5][C:6]([CH:9]([CH3:10])[C:14]([OH:16])=[O:15])=[CH:7][CH:8]=1. The yield is 0.630. (3) The reactants are C(Cl)Cl.[CH3:4][N:5]1[CH2:10][CH2:9][NH:8][CH2:7][CH2:6]1.[CH2:11]([O:18][C:19]([N:21]1[CH2:29][C:28]2[C:23](=[CH:24][CH:25]=[C:26]([CH2:30]OS(C)(=O)=O)[CH:27]=2)[CH2:22]1)=[O:20])[C:12]1[CH:17]=[CH:16][CH:15]=[CH:14][CH:13]=1. The catalyst is O. The product is [CH2:11]([O:18][C:19]([N:21]1[CH2:29][C:28]2[C:23](=[CH:24][CH:25]=[C:26]([CH2:30][N:8]3[CH2:9][CH2:10][N:5]([CH3:4])[CH2:6][CH2:7]3)[CH:27]=2)[CH2:22]1)=[O:20])[C:12]1[CH:17]=[CH:16][CH:15]=[CH:14][CH:13]=1. The yield is 0.470. (4) The reactants are C[N:2]([C@@:10]1([CH3:15])[CH2:14][CH2:13][NH:12][CH2:11]1)[C:3](=O)OC(C)(C)C.C(N(CC)CC)C.[C:23]([C:25]1[C:30]2[N:31]=[C:32]([C:34]([N:36]([CH3:38])[CH3:37])=[O:35])[O:33][C:29]=2[C:28](F)=[C:27]([C:40]2[CH:45]=[CH:44][CH:43]=[CH:42][CH:41]=2)[C:26]=1[CH3:46])#[N:24]. The catalyst is CS(C)=O. The product is [C:23]([C:25]1[C:30]2[N:31]=[C:32]([C:34]([N:36]([CH3:38])[CH3:37])=[O:35])[O:33][C:29]=2[C:28]([N:12]2[CH2:13][CH2:14][C@:10]([CH3:15])([NH:2][CH3:3])[CH2:11]2)=[C:27]([C:40]2[CH:45]=[CH:44][CH:43]=[CH:42][CH:41]=2)[C:26]=1[CH3:46])#[N:24]. The yield is 0.210. (5) The reactants are [NH2:1][CH2:2][CH2:3][CH2:4][O:5][C:6]1[CH:7]=[C:8]2[C:12](=[CH:13][CH:14]=1)[NH:11][C:10]([CH2:15][CH2:16][C:17]([O:19][CH3:20])=[O:18])=[CH:9]2.[CH2:21]([N:28]=[C:29]=[O:30])[C:22]1[CH:27]=[CH:26][CH:25]=[CH:24][CH:23]=1. The catalyst is C(#N)C. The product is [CH2:21]([NH:28][C:29]([NH:1][CH2:2][CH2:3][CH2:4][O:5][C:6]1[CH:7]=[C:8]2[C:12](=[CH:13][CH:14]=1)[NH:11][C:10]([CH2:15][CH2:16][C:17]([O:19][CH3:20])=[O:18])=[CH:9]2)=[O:30])[C:22]1[CH:27]=[CH:26][CH:25]=[CH:24][CH:23]=1. The yield is 0.420. (6) The reactants are [Br:1][C:2]1[CH:3]=[C:4]2[C:8](=[CH:9][CH:10]=1)[NH:7][CH:6]=[CH:5]2.[CH2:11]1N2CCN(CC2)C1.CN(C=O)C. The catalyst is C(OCC)(=O)C.O. The product is [Br:1][C:2]1[CH:3]=[C:4]2[C:8](=[CH:9][CH:10]=1)[N:7]([CH3:11])[CH:6]=[CH:5]2. The yield is 0.990. (7) The reactants are [CH3:1][O:2][C:3]1[CH:10]=[CH:9][C:6]([CH2:7][OH:8])=[CH:5][CH:4]=1.[H-].[Na+].Cl[C:14]1[CH:22]=[CH:21][C:17]([C:18]([OH:20])=[O:19])=[CH:16][N:15]=1.Cl. The catalyst is CN(C=O)C.O. The product is [CH3:1][O:2][C:3]1[CH:10]=[CH:9][C:6]([CH2:7][O:8][C:14]2[CH:22]=[CH:21][C:17]([C:18]([OH:20])=[O:19])=[CH:16][N:15]=2)=[CH:5][CH:4]=1. The yield is 0.990. (8) The reactants are [CH2:1]([O:3][C:4](=[O:24])[C:5]([C:14]([C:16]1[C:21](Cl)=[CH:20][CH:19]=[C:18]([Cl:23])[N:17]=1)=[O:15])=[CH:6][NH:7][C@H:8]([CH2:12][OH:13])[CH:9]([CH3:11])[CH3:10])[CH3:2].C(=O)([O-])[O-].[K+].[K+]. The catalyst is CN(C=O)C. The product is [CH2:1]([O:3][C:4]([C:5]1[C:14](=[O:15])[C:16]2[C:21](=[CH:20][CH:19]=[C:18]([Cl:23])[N:17]=2)[N:7]([CH:8]([CH2:12][OH:13])[CH:9]([CH3:11])[CH3:10])[CH:6]=1)=[O:24])[CH3:2]. The yield is 0.470. (9) The reactants are O1CCOCC1.Cl[C:8]1[N:16]=[CH:15][N:14]=[C:13]2[C:9]=1[N:10]=[CH:11][N:12]2[C@H:17]1[C@@H:21]2[O:22][C:23]([CH3:26])([CH3:25])[O:24][C@@H:20]2[C@@H:19]([CH2:27][OH:28])[O:18]1.[CH:29](/B(O)O)=[CH:30]\[C:31]1[CH:36]=[CH:35][CH:34]=[CH:33][CH:32]=1.C(=O)([O-])[O-].[Cs+].[Cs+]. The catalyst is O.[Cl-].[Na+].O. The product is [CH3:25][C:23]1([CH3:26])[O:22][C@H:21]2[C@H:17]([N:12]3[CH:11]=[N:10][C:9]4[C:13]3=[N:14][CH:15]=[N:16][C:8]=4/[CH:29]=[CH:30]/[C:31]3[CH:36]=[CH:35][CH:34]=[CH:33][CH:32]=3)[O:18][C@H:19]([CH2:27][OH:28])[C@H:20]2[O:24]1. The yield is 0.500. (10) The reactants are [Br:1][C:2]1[CH:3]=[CH:4][C:5]2[S:9](=[O:11])(=[O:10])[N:8](C(C)(C)C)[CH2:7][C:6]=2[CH:16]=1. The catalyst is FC(F)(F)C(O)=O. The product is [Br:1][C:2]1[CH:3]=[CH:4][C:5]2[S:9](=[O:10])(=[O:11])[NH:8][CH2:7][C:6]=2[CH:16]=1. The yield is 1.00.